This data is from Forward reaction prediction with 1.9M reactions from USPTO patents (1976-2016). The task is: Predict the product of the given reaction. (1) The product is: [C:1]([C:5]1[N:10]=[CH:9][C:8]([C:11]2[N:12]([C:32]([N:45]3[CH2:46][CH2:47][N:42]([S:39]([CH3:38])(=[O:41])=[O:40])[CH2:43][CH2:44]3)=[O:33])[C@@:13]([C:25]3[CH:26]=[CH:27][C:28]([Cl:31])=[CH:29][CH:30]=3)([CH3:24])[C@@:14]([C:17]3[CH:18]=[CH:19][C:20]([Cl:23])=[CH:21][CH:22]=3)([CH3:16])[N:15]=2)=[C:7]([O:35][CH2:36][CH3:37])[CH:6]=1)([CH3:2])([CH3:3])[CH3:4]. Given the reactants [C:1]([C:5]1[N:10]=[CH:9][C:8]([C:11]2[N:12]([C:32](Cl)=[O:33])[C@@:13]([C:25]3[CH:30]=[CH:29][C:28]([Cl:31])=[CH:27][CH:26]=3)([CH3:24])[C@@:14]([C:17]3[CH:22]=[CH:21][C:20]([Cl:23])=[CH:19][CH:18]=3)([CH3:16])[N:15]=2)=[C:7]([O:35][CH2:36][CH3:37])[CH:6]=1)([CH3:4])([CH3:3])[CH3:2].[CH3:38][S:39]([N:42]1[CH2:47][CH2:46][NH:45][CH2:44][CH2:43]1)(=[O:41])=[O:40], predict the reaction product. (2) Given the reactants [CH3:1][C:2]1[N:6]([CH:7]([CH2:11][CH3:12])[C:8]([OH:10])=O)[N:5]=[C:4]([C:13]([F:16])([F:15])[F:14])[CH:3]=1.[F:17][C:18]1[CH:23]=[CH:22][C:21]([N:24]2[C:32]3[CH2:31][CH2:30][CH:29]([CH3:33])[NH:28][C:27]=3[CH:26]=[N:25]2)=[CH:20][CH:19]=1, predict the reaction product. The product is: [F:17][C:18]1[CH:19]=[CH:20][C:21]([N:24]2[C:32]3[CH2:31][CH2:30][CH:29]([CH3:33])[N:28]([C:8](=[O:10])[CH:7]([N:6]4[C:2]([CH3:1])=[CH:3][C:4]([C:13]([F:16])([F:15])[F:14])=[N:5]4)[CH2:11][CH3:12])[C:27]=3[CH:26]=[N:25]2)=[CH:22][CH:23]=1. (3) Given the reactants [CH3:1][O:2][C:3](=[O:15])[C:4]1[C:9]([C:10]([F:13])([F:12])[F:11])=[CH:8][C:7](Cl)=[N:6][CH:5]=1.[C:16]([O:20][C:21]([N:23]1[CH2:28][CH2:27][CH:26]([NH2:29])[CH2:25][CH2:24]1)=[O:22])([CH3:19])([CH3:18])[CH3:17].[OH-].[Na+], predict the reaction product. The product is: [CH3:1][O:2][C:3](=[O:15])[C:4]1[C:9]([C:10]([F:13])([F:12])[F:11])=[CH:8][C:7]([NH:29][CH:26]2[CH2:25][CH2:24][N:23]([C:21]([O:20][C:16]([CH3:19])([CH3:18])[CH3:17])=[O:22])[CH2:28][CH2:27]2)=[N:6][CH:5]=1. (4) Given the reactants [CH3:1][O:2][C:3]1[CH:4]=[C:5]2[C:9](=[CH:10][CH:11]=1)[NH:8][C:7]([C:12]([N:14]1[CH2:19][CH2:18][CH2:17][C@H:16]([CH3:20])[CH2:15]1)=[O:13])=[CH:6]2.[Mg].Cl.O, predict the reaction product. The product is: [CH3:1][O:2][C:3]1[CH:4]=[C:5]2[C:9](=[CH:10][CH:11]=1)[NH:8][CH:7]([C:12]([N:14]1[CH2:19][CH2:18][CH2:17][C@H:16]([CH3:20])[CH2:15]1)=[O:13])[CH2:6]2. (5) The product is: [CH3:32][O:31][C:27]1[CH:26]=[C:25]([N:4]2[CH2:5][CH2:6][N:1]([C:7]3[N:12]=[CH:11][N:10]([CH2:13][N:14]4[CH:18]=[CH:17][C:16]([C:19]([F:20])([F:21])[F:22])=[N:15]4)[C:9](=[O:23])[N:8]=3)[CH2:2][CH2:3]2)[CH:30]=[CH:29][CH:28]=1. Given the reactants [N:1]1([C:7]2[N:12]=[CH:11][N:10]([CH2:13][N:14]3[CH:18]=[CH:17][C:16]([C:19]([F:22])([F:21])[F:20])=[N:15]3)[C:9](=[O:23])[N:8]=2)[CH2:6][CH2:5][NH:4][CH2:3][CH2:2]1.Br[C:25]1[CH:30]=[CH:29][CH:28]=[C:27]([O:31][CH3:32])[CH:26]=1.C1(P(C2CCCCC2)C2C=CC=CC=2C2C(C(C)C)=CC(C(C)C)=CC=2C(C)C)CCCCC1.C(=O)([O-])[O-].[Cs+].[Cs+], predict the reaction product. (6) Given the reactants [Br:1][C:2]1[CH:3]=[CH:4][C:5]2[C:9]([CH:10]=1)=[N:8][N:7]([C:11]1[CH:16]=[CH:15][C:14]([F:17])=[CH:13][CH:12]=1)[C:6]=2Cl.[C-:19]#[N:20].[Na+], predict the reaction product. The product is: [Br:1][C:2]1[CH:3]=[CH:4][C:5]2[C:9]([CH:10]=1)=[N:8][N:7]([C:11]1[CH:16]=[CH:15][C:14]([F:17])=[CH:13][CH:12]=1)[C:6]=2[C:19]#[N:20]. (7) Given the reactants [H-].C([Al+]CC(C)C)C(C)C.[Br:11][C:12]1[CH:21]=[N:20][CH:19]=[CH:18][C:13]=1[C:14](OC)=[O:15], predict the reaction product. The product is: [Br:11][C:12]1[CH:21]=[N:20][CH:19]=[CH:18][C:13]=1[CH2:14][OH:15].